From a dataset of Reaction yield outcomes from USPTO patents with 853,638 reactions. Predict the reaction yield, written as a fraction of the theoretical maximum amount of product (1.0 means a 100% yield; for example, 0.34 means a 34% yield). (1) The reactants are [C:1]([C:3]1[CH:10]=[C:7]([CH:8]=[O:9])[C:6]([OH:11])=[CH:5][CH:4]=1)#[CH:2].[CH2:12]([N:19]=[N+:20]=[N-:21])[C:13]1[CH:18]=[CH:17][CH:16]=[CH:15][CH:14]=1.CC(O)(C)C.O=C1O[C@H]([C@H](CO)O)C([O-])=C1O.[Na+]. The catalyst is O.O.O.O.O.O.S([O-])([O-])(=O)=O.[Cu+2]. The product is [CH2:12]([N:19]1[CH:2]=[C:1]([C:3]2[CH:4]=[CH:5][C:6]([OH:11])=[C:7]([CH:10]=2)[CH:8]=[O:9])[N:21]=[N:20]1)[C:13]1[CH:18]=[CH:17][CH:16]=[CH:15][CH:14]=1. The yield is 0.500. (2) The reactants are [Cl:1][C:2]1[CH:7]=[CH:6][C:5]([OH:8])=[C:4](I)[CH:3]=1.C([Si]([O:17][CH2:18][C:19]#[C:20][Si](C(C)(C)C)(C)C)(C)C)(C)(C)C.[Li+].[Cl-].C([O-])([O-])=O.[Na+].[Na+].CCCC[N+](CCCC)(CCCC)CCCC.[F-]. The catalyst is CN(C=O)C.C1COCC1. The product is [Cl:1][C:2]1[CH:7]=[CH:6][C:5]2[O:8][CH:20]=[C:19]([CH2:18][OH:17])[C:4]=2[CH:3]=1. The yield is 0.990. (3) The product is [OH:20][CH2:19][CH2:18][C:11]1[C:10](=[O:22])[N:9]([C:6]2[CH:7]=[CH:8][C:3]([C:1]#[N:2])=[CH:4][CH:5]=2)[CH:17]2[C:12]=1[CH2:13][CH2:14][CH2:15][CH2:16]2. The yield is 0.590. The catalyst is C1COCC1.CCOC(C)=O. The reactants are [C:1]([C:3]1[CH:8]=[CH:7][C:6]([N:9]2[CH:17]3[C:12]([CH2:13][CH2:14][CH2:15][CH2:16]3)=[C:11]([CH2:18][C:19](O)=[O:20])[C:10]2=[O:22])=[CH:5][CH:4]=1)#[N:2].N#N. (4) The reactants are [CH3:1][O:2][C:3](=[O:21])[C@@H:4]([CH2:13][C:14]1[CH:19]=[CH:18][C:17]([OH:20])=[CH:16][CH:15]=1)[NH:5][C:6]([O:8][C:9]([CH3:12])([CH3:11])[CH3:10])=[O:7].[O:22]([C:29]1[CH:34]=[CH:33][C:32](B(O)O)=[CH:31][CH:30]=1)[C:23]1[CH:28]=[CH:27][CH:26]=[CH:25][CH:24]=1.C(N(CC)CC)C. The catalyst is ClCCl.C([O-])(=O)C.[Cu+2].C([O-])(=O)C. The product is [CH3:1][O:2][C:3](=[O:21])[C@H:4]([NH:5][C:6]([O:8][C:9]([CH3:12])([CH3:10])[CH3:11])=[O:7])[CH2:13][C:14]1[CH:19]=[CH:18][C:17]([O:20][C:32]2[CH:33]=[CH:34][C:29]([O:22][C:23]3[CH:28]=[CH:27][CH:26]=[CH:25][CH:24]=3)=[CH:30][CH:31]=2)=[CH:16][CH:15]=1. The yield is 0.500. (5) The reactants are [Br:1][C:2]1[CH:3]=[CH:4][CH:5]=[C:6]2[C:22]=1[C:9]1([CH:14]=[CH:13][N:12](C(OC(C)(C)C)=O)[CH2:11][CH2:10]1)[N:8](CC1C=CC(OC)=CC=1)[C:7]2=[O:32]. The catalyst is C(O)(C(F)(F)F)=O.C(S(O)(=O)=O)(F)(F)F. The product is [Br:1][C:2]1[CH:3]=[CH:4][CH:5]=[C:6]2[C:22]=1[C:9]1([CH:10]=[CH:11][NH:12][CH2:13][CH2:14]1)[NH:8][C:7]2=[O:32]. The yield is 0.720. (6) The yield is 0.600. The product is [N:3]1[CH:4]=[CH:5][CH:6]=[CH:7][C:2]=1[S:1][C:9]1[CH:14]=[CH:13][CH:12]=[CH:11][C:10]=1[N+:15]([O-:17])=[O:16].[N:18]1[CH:23]=[CH:22][CH:21]=[CH:20][C:19]=1[S:24][C:25]1[CH:31]=[CH:30][CH:29]=[CH:28][C:26]=1[NH:27][C:36]([NH:37][C:2]1[S:1][CH:5]=[CH:4][N:3]=1)=[O:16]. The reactants are [SH:1][C:2]1[CH:7]=[CH:6][CH:5]=[CH:4][N:3]=1.F[C:9]1[CH:14]=[CH:13][CH:12]=[CH:11][C:10]=1[N+:15]([O-:17])=[O:16].[N:18]1[CH:23]=[CH:22][CH:21]=[CH:20][C:19]=1[S:24][C:25]1[CH:31]=[CH:30][CH:29]=[CH:28][C:26]=1[NH2:27].NC1SC=[CH:36][N:37]=1. No catalyst specified. (7) The reactants are C[O:2][C:3](=O)[C:4]1[CH:9]=[C:8]([O:10][CH3:11])[C:7]([O:12][CH2:13][CH2:14][Cl:15])=[CH:6][C:5]=1[NH2:16].Cl.[CH:19](N)=[NH:20]. The catalyst is C(O)C. The product is [Cl:15][CH2:14][CH2:13][O:12][C:7]1[CH:6]=[C:5]2[C:4]([C:3]([OH:2])=[N:20][CH:19]=[N:16]2)=[CH:9][C:8]=1[O:10][CH3:11]. The yield is 0.960.